From a dataset of Blood-brain barrier permeability classification from the B3DB database. Regression/Classification. Given a drug SMILES string, predict its absorption, distribution, metabolism, or excretion properties. Task type varies by dataset: regression for continuous measurements (e.g., permeability, clearance, half-life) or binary classification for categorical outcomes (e.g., BBB penetration, CYP inhibition). Dataset: b3db_classification. (1) The compound is OCc1ccccc1O[C@H]1O[C@@H](CO)[C@H](O)[C@@H](O)[C@@H]1O. The result is 1 (penetrates BBB). (2) The compound is CCCC1CC(C(=O)NC(C(C)O)C2OC(SC)C(O)C(O)C2O)N(C)C1. The result is 0 (does not penetrate BBB).